From a dataset of Forward reaction prediction with 1.9M reactions from USPTO patents (1976-2016). Predict the product of the given reaction. (1) Given the reactants [C:1]1([NH:7][C:8](=[O:18])[CH:9]=[CH:10][S:11][C:12]2[CH:17]=[CH:16][CH:15]=[CH:14][CH:13]=2)[CH:6]=[CH:5][CH:4]=[CH:3][CH:2]=1.[CH2:19]([O+](CC)CC)[CH3:20].F[B-](F)(F)F.[H+].ClCCl, predict the reaction product. The product is: [C:1]1([N:7]=[C:8]([O:18][CH2:19][CH3:20])[CH:9]=[CH:10][S:11][C:12]2[CH:17]=[CH:16][CH:15]=[CH:14][CH:13]=2)[CH:2]=[CH:3][CH:4]=[CH:5][CH:6]=1. (2) Given the reactants [CH3:1][O:2][C:3]1[CH:8]=[CH:7][CH:6]=[CH:5][C:4]=1[C:9]1[N:17]2[C:12]([CH:13]=[N:14][C:15]([NH:18][C:19]3[CH:24]=[CH:23][C:22]([N:25]4[CH2:30][CH2:29][N:28]([CH3:31])[CH2:27][CH2:26]4)=[CH:21][CH:20]=3)=[N:16]2)=[C:11]([CH:32]=[CH2:33])[CH:10]=1, predict the reaction product. The product is: [CH2:32]([C:11]1[CH:10]=[C:9]([C:4]2[CH:5]=[CH:6][CH:7]=[CH:8][C:3]=2[O:2][CH3:1])[N:17]2[C:12]=1[CH:13]=[N:14][C:15]([NH:18][C:19]1[CH:20]=[CH:21][C:22]([N:25]3[CH2:26][CH2:27][N:28]([CH3:31])[CH2:29][CH2:30]3)=[CH:23][CH:24]=1)=[N:16]2)[CH3:33].